Dataset: Acute oral toxicity (LD50) regression data from Zhu et al.. Task: Regression/Classification. Given a drug SMILES string, predict its toxicity properties. Task type varies by dataset: regression for continuous values (e.g., LD50, hERG inhibition percentage) or binary classification for toxic/non-toxic outcomes (e.g., AMES mutagenicity, cardiotoxicity, hepatotoxicity). Dataset: ld50_zhu. (1) The compound is CC1CC2OC2CC1COC(=O)CCCCC(=O)OCC1CC2OC2CC1C. The rat oral LD50 is 1.96, given as -log10 of the dose in mol/kg body weight (higher means more acutely toxic). (2) The drug is ClC(Cl)=C1C(Cl)(Cl)C(Cl)=C(Cl)C1(Cl)Cl. The rat oral LD50 is 1.98, given as -log10 of the dose in mol/kg body weight (higher means more acutely toxic). (3) The compound is CCCSP(=O)(CC)OC. The rat oral LD50 is 4.86, given as -log10 of the dose in mol/kg body weight (higher means more acutely toxic). (4) The compound is CCCCC(CC)COC(CBr)c1ccc(Cl)c(Cl)c1. The rat oral LD50 is 3.18, given as -log10 of the dose in mol/kg body weight (higher means more acutely toxic). (5) The molecule is NCCN1CCOCC1. The rat oral LD50 is 1.64, given as -log10 of the dose in mol/kg body weight (higher means more acutely toxic). (6) The compound is CCP(=S)(OC)Oc1cc(Cl)c(Br)cc1Cl. The rat oral LD50 is 3.66, given as -log10 of the dose in mol/kg body weight (higher means more acutely toxic). (7) The compound is COP(=S)(OC)Oc1c(Cl)cc(C)cc1Cl. The rat oral LD50 is 1.78, given as -log10 of the dose in mol/kg body weight (higher means more acutely toxic). (8) The molecule is O=CC=Cc1ccccc1. The rat oral LD50 is 1.77, given as -log10 of the dose in mol/kg body weight (higher means more acutely toxic). (9) The compound is O=C(c1ccccc1)c1ccc(O)cc1O. The rat oral LD50 is 1.40, given as -log10 of the dose in mol/kg body weight (higher means more acutely toxic). (10) The compound is CCOP(=S)(OCC)SC1COCCS1. The rat oral LD50 is 4.98, given as -log10 of the dose in mol/kg body weight (higher means more acutely toxic).